From a dataset of Forward reaction prediction with 1.9M reactions from USPTO patents (1976-2016). Predict the product of the given reaction. (1) The product is: [CH3:36][C:31]1[C:30]([NH:27][C:28]([NH:1][C:2]2[CH:3]=[CH:4][C:5]([C:8](=[O:26])[CH2:9][N:10]3[C:14](=[O:15])[C:13]([C:19]4[CH:24]=[CH:23][CH:22]=[CH:21][CH:20]=4)([CH2:16][CH2:17][CH3:18])[N:12]=[C:11]3[CH3:25])=[CH:6][CH:7]=2)=[O:29])=[C:34]([CH3:35])[O:33][N:32]=1. Given the reactants [NH2:1][C:2]1[CH:7]=[CH:6][C:5]([C:8](=[O:26])[CH2:9][N:10]2[C:14](=[O:15])[C:13]([C:19]3[CH:24]=[CH:23][CH:22]=[CH:21][CH:20]=3)([CH2:16][CH2:17][CH3:18])[N:12]=[C:11]2[CH3:25])=[CH:4][CH:3]=1.[N:27]([C:30]1[C:31]([CH3:36])=[N:32][O:33][C:34]=1[CH3:35])=[C:28]=[O:29], predict the reaction product. (2) Given the reactants [CH3:1][C:2]1([CH3:10])[O:9][C:7](=[O:8])[CH2:6][C:4](=[O:5])[O:3]1.[CH:11](OC)(OC)OC.[CH3:18][O:19][C:20]1[N:25]=[CH:24][C:23]([NH2:26])=[CH:22][CH:21]=1, predict the reaction product. The product is: [CH3:18][O:19][C:20]1[N:25]=[CH:24][C:23]([NH:26][CH:11]=[C:6]2[C:7](=[O:8])[O:9][C:2]([CH3:10])([CH3:1])[O:3][C:4]2=[O:5])=[CH:22][CH:21]=1.